Dataset: Catalyst prediction with 721,799 reactions and 888 catalyst types from USPTO. Task: Predict which catalyst facilitates the given reaction. (1) Reactant: [N+:1]([C:4]1[CH:5]=[CH:6][C:7]([C:10]2[CH:15]=[CH:14][N:13]=[CH:12][CH:11]=2)=[N:8][CH:9]=1)([O-])=O.NN. Product: [NH2:1][C:4]1[CH:5]=[CH:6][C:7]([C:10]2[CH:15]=[CH:14][N:13]=[CH:12][CH:11]=2)=[N:8][CH:9]=1. The catalyst class is: 63. (2) Reactant: [N+:1]([C:4]1[CH:9]=[CH:8][C:7]([N:10]2[CH2:15][CH2:14][NH:13][CH2:12][CH2:11]2)=[C:6]([C:16]2[CH2:21][C:20]([CH3:23])([CH3:22])[CH2:19][C:18]([CH3:25])([CH3:24])[CH:17]=2)[CH:5]=1)([O-:3])=[O:2].[CH:26](=O)[CH2:27][CH2:28][CH3:29].C(O[BH-](OC(=O)C)OC(=O)C)(=O)C.[Na+].C(O)(=O)C. Product: [CH2:26]([N:13]1[CH2:14][CH2:15][N:10]([C:7]2[CH:8]=[CH:9][C:4]([N+:1]([O-:3])=[O:2])=[CH:5][C:6]=2[C:16]2[CH2:21][C:20]([CH3:23])([CH3:22])[CH2:19][C:18]([CH3:25])([CH3:24])[CH:17]=2)[CH2:11][CH2:12]1)[CH2:27][CH2:28][CH3:29]. The catalyst class is: 355. (3) The catalyst class is: 39. Reactant: Cl.[NH2:2][C@@H:3]([CH2:8][CH2:9][CH2:10][NH:11][C:12]([O:14][C:15]([CH3:18])([CH3:17])[CH3:16])=[O:13])[C:4]([O:6][CH3:7])=[O:5].[CH2:19]([N:26]1[CH:31]=[CH:30][CH:29]=[C:28]([C:32](O)=[O:33])[C:27]1=[O:35])[C:20]1[CH:25]=[CH:24][CH:23]=[CH:22][CH:21]=1.C(N(C(C)C)CC)(C)C.CN(C(ON1N=NC2C=CC=CC1=2)=[N+](C)C)C.F[P-](F)(F)(F)(F)F. Product: [CH2:19]([N:26]1[CH:31]=[CH:30][CH:29]=[C:28]([C:32]([NH:2][C@@H:3]([CH2:8][CH2:9][CH2:10][NH:11][C:12]([O:14][C:15]([CH3:18])([CH3:17])[CH3:16])=[O:13])[C:4]([O:6][CH3:7])=[O:5])=[O:33])[C:27]1=[O:35])[C:20]1[CH:21]=[CH:22][CH:23]=[CH:24][CH:25]=1. (4) Reactant: [F:1][C:2]1[C:7]([O:8][CH2:9][CH2:10][N:11]2[CH2:16][CH2:15][CH2:14][CH2:13][CH2:12]2)=[CH:6][C:5]([NH2:17])=[C:4]([N+:18]([O-])=O)[CH:3]=1.[H][H]. The catalyst class is: 19. Product: [F:1][C:2]1[CH:3]=[C:4]([NH2:18])[C:5]([NH2:17])=[CH:6][C:7]=1[O:8][CH2:9][CH2:10][N:11]1[CH2:16][CH2:15][CH2:14][CH2:13][CH2:12]1. (5) Reactant: C(OC([N:8]1[CH2:16][C:15]2[C:10](=[CH:11][C:12]([N:18]3[CH2:22][CH2:21][CH2:20][CH2:19]3)=[C:13]([Cl:17])[CH:14]=2)[CH2:9]1)=O)(C)(C)C.Cl. Product: [ClH:17].[Cl:17][C:13]1[CH:14]=[C:15]2[C:10](=[CH:11][C:12]=1[N:18]1[CH2:22][CH2:21][CH2:20][CH2:19]1)[CH2:9][NH:8][CH2:16]2. The catalyst class is: 12. (6) Reactant: [H-].[Na+].[N:3]1[C:12]2[C:7](=[CH:8][CH:9]=[CH:10][CH:11]=2)[C:6]([C:13]2[CH:18]=[CH:17][N:16]=[C:15]([SH:19])[N:14]=2)=[CH:5][CH:4]=1.F[B-](F)(F)F.[CH3:25][C:26]1[CH:31]=[CH:30][C:29]([N+:32]([O-:34])=[O:33])=[CH:28][C:27]=1[N+]#N. Product: [CH3:25][C:26]1[CH:31]=[CH:30][C:29]([N+:32]([O-:34])=[O:33])=[CH:28][C:27]=1[S:19][C:15]1[N:14]=[C:13]([C:6]2[C:7]3[C:12](=[CH:11][CH:10]=[CH:9][CH:8]=3)[N:3]=[CH:4][CH:5]=2)[CH:18]=[CH:17][N:16]=1. The catalyst class is: 16.